Dataset: Catalyst prediction with 721,799 reactions and 888 catalyst types from USPTO. Task: Predict which catalyst facilitates the given reaction. (1) Reactant: [Cl:1][C:2]([Cl:22])=[CH:3][C:4]1([CH3:21])[CH2:13][CH2:12][C:11]2[C:6](=[C:7]([CH3:20])[C:8]([CH3:19])=[C:9]([O:15]COC)[C:10]=2[CH3:14])[O:5]1. Product: [Cl:22][C:2]([Cl:1])=[CH:3][C:4]1([CH3:21])[CH2:13][CH2:12][C:11]2[C:6](=[C:7]([CH3:20])[C:8]([CH3:19])=[C:9]([OH:15])[C:10]=2[CH3:14])[O:5]1. The catalyst class is: 240. (2) Reactant: [C:1]1(=[O:7])[O:6][C:4](=[O:5])[CH2:3][CH2:2]1.[CH2:8]([OH:15])[C:9]1[CH:14]=[CH:13][CH:12]=[CH:11][CH:10]=1.C(=O)([O-])[O-].[Cs+].[Cs+].CN(C)C=O. The catalyst class is: 13. Product: [CH2:8]([O:15][C:4](=[O:5])[CH2:3][CH2:2][C:1]([OH:6])=[O:7])[C:9]1[CH:14]=[CH:13][CH:12]=[CH:11][CH:10]=1. (3) Product: [F:15][C:10]1[CH:9]=[CH:8][C:7]2[N:6]([CH2:16][CH:17]([OH:31])[CH2:18][N:19]3[CH2:20][CH:21]([CH3:22])[NH:23][C:24]3=[O:25])[C:5]3[C:13]([C:12]=2[CH:11]=1)=[CH:14][C:2]([F:1])=[CH:3][CH:4]=3. Reactant: [F:1][C:2]1[CH:3]=[CH:4][C:5]2[N:6]([CH2:16][CH:17]([OH:31])[CH2:18][NH:19][CH2:20][CH:21]([NH:23][C:24](=O)[O:25]C(C)(C)C)[CH3:22])[C:7]3[C:12]([C:13]=2[CH:14]=1)=[CH:11][C:10]([F:15])=[CH:9][CH:8]=3.CC(C)([O-])C.[K+].C(O)(=O)C. The catalyst class is: 7. (4) Reactant: [CH3:1][C:2]1([CH3:26])[CH2:7][CH2:6][C:5]([C:8]2[CH:13]=[C:12]([C:14]3([C:20]4[N:21]=[N:22][NH:23][N:24]=4)[CH2:19][CH2:18][O:17][CH2:16][CH2:15]3)[CH:11]=[CH:10][C:9]=2[NH2:25])=[CH:4][CH2:3]1.[K+].[C:28]([C:30]1[N:31]=[C:32]([C:43]([O-])=[O:44])[N:33]([CH2:35][O:36][CH2:37][CH2:38][Si:39]([CH3:42])([CH3:41])[CH3:40])[CH:34]=1)#[N:29].C1CN([P+](Br)(N2CCCC2)N2CCCC2)CC1.F[P-](F)(F)(F)(F)F.CCN(C(C)C)C(C)C. Product: [CH3:1][C:2]1([CH3:26])[CH2:7][CH2:6][C:5]([C:8]2[CH:13]=[C:12]([C:14]3([C:20]4[N:21]=[N:22][NH:23][N:24]=4)[CH2:15][CH2:16][O:17][CH2:18][CH2:19]3)[CH:11]=[CH:10][C:9]=2[NH:25][C:43]([C:32]2[N:33]([CH2:35][O:36][CH2:37][CH2:38][Si:39]([CH3:42])([CH3:41])[CH3:40])[CH:34]=[C:30]([C:28]#[N:29])[N:31]=2)=[O:44])=[CH:4][CH2:3]1. The catalyst class is: 18. (5) Reactant: O[CH2:2][C:3]([NH:6][C:7](=[O:13])[O:8][C:9]([CH3:12])([CH3:11])[CH3:10])([CH3:5])[CH3:4].[CH3:14][S:15](Cl)(=O)=O.C(N(CC)CC)C.C[S-].[Na+]. Product: [CH3:4][C:3]([NH:6][C:7](=[O:13])[O:8][C:9]([CH3:12])([CH3:11])[CH3:10])([CH3:5])[CH2:2][S:15][CH3:14]. The catalyst class is: 348. (6) Reactant: [ClH:1].O1CCOCC1.OC(C(F)(F)F)=O.[O:15]1[CH2:20][CH2:19][N:18]([C:21]2[O:22][CH:23]=[C:24]([C:26]([N:28]3[CH2:33][CH2:32][N:31](C(OC(C)(C)C)=O)[CH2:30][CH:29]3[CH2:41][O:42][C:43]3[CH:44]=[N:45][CH:46]=[CH:47][CH:48]=3)=[O:27])[N:25]=2)[CH2:17][CH2:16]1. Product: [ClH:1].[ClH:1].[O:15]1[CH2:20][CH2:19][N:18]([C:21]2[O:22][CH:23]=[C:24]([C:26]([N:28]3[CH2:33][CH2:32][NH:31][CH2:30][CH:29]3[CH2:41][O:42][C:43]3[CH:44]=[N:45][CH:46]=[CH:47][CH:48]=3)=[O:27])[N:25]=2)[CH2:17][CH2:16]1. The catalyst class is: 5. (7) Reactant: [C:1]([C:3]1[S:4][C:5]2[C:11]([C:12]#[N:13])=[C:10](/[N:14]=[CH:15]/[N:16](C)C)[CH:9]=[CH:8][C:6]=2[N:7]=1)#[N:2].N[C:20]1[CH:25]=[CH:24][CH:23]=[CH:22][CH:21]=1.[K+].[Br-]. Product: [C:20]1([NH:13][C:12]2[C:11]3[C:10](=[CH:9][CH:8]=[C:6]4[N:7]=[C:3]([C:1]#[N:2])[S:4][C:5]4=3)[N:14]=[CH:15][N:16]=2)[CH:25]=[CH:24][CH:23]=[CH:22][CH:21]=1. The catalyst class is: 91.